This data is from NCI-60 drug combinations with 297,098 pairs across 59 cell lines. The task is: Regression. Given two drug SMILES strings and cell line genomic features, predict the synergy score measuring deviation from expected non-interaction effect. Drug 1: COC1=NC(=NC2=C1N=CN2C3C(C(C(O3)CO)O)O)N. Drug 2: C(CN)CNCCSP(=O)(O)O. Cell line: BT-549. Synergy scores: CSS=-0.418, Synergy_ZIP=-1.01, Synergy_Bliss=-3.39, Synergy_Loewe=-2.27, Synergy_HSA=-2.06.